This data is from Reaction yield outcomes from USPTO patents with 853,638 reactions. The task is: Predict the reaction yield, written as a fraction of the theoretical maximum amount of product (1.0 means a 100% yield; for example, 0.34 means a 34% yield). (1) The reactants are [Cl:1][C:2]1[CH:3]=[C:4]([CH2:9][CH2:10][CH2:11][C:12](O)=[O:13])[CH:5]=[CH:6][C:7]=1[Cl:8].B.C1COCC1. The catalyst is C1COCC1. The product is [Cl:1][C:2]1[CH:3]=[C:4]([CH2:9][CH2:10][CH2:11][CH2:12][OH:13])[CH:5]=[CH:6][C:7]=1[Cl:8]. The yield is 1.00. (2) The reactants are [N:1]1[CH:2]=[CH:3][N:4]2[C:9]=1[CH:8]=[CH:7][C:6]([O:10][C:11]1[CH:17]=[CH:16][C:14]([NH2:15])=[CH:13][CH:12]=1)=[N:5]2.C(N(CC)CC)C.[C:25]1([N:31]=[C:32]=[O:33])[CH:30]=[CH:29][CH:28]=[CH:27][CH:26]=1. The catalyst is O1CCCC1. The product is [N:1]1[CH:2]=[CH:3][N:4]2[C:9]=1[CH:8]=[CH:7][C:6]([O:10][C:11]1[CH:17]=[CH:16][C:14]([NH:15][C:32]([NH:31][C:25]3[CH:30]=[CH:29][CH:28]=[CH:27][CH:26]=3)=[O:33])=[CH:13][CH:12]=1)=[N:5]2. The yield is 0.810. (3) The reactants are [CH3:1][CH:2]1[CH2:8][C:7](=S)[NH:6][C:5]2[CH:10]=[CH:11][CH:12]=[CH:13][C:4]=2[NH:3]1.[C:14]([NH:17][NH2:18])(=O)[CH3:15]. The catalyst is C(O)CCC. The product is [CH3:15][C:14]1[N:6]2[C:5]3[CH:10]=[CH:11][CH:12]=[CH:13][C:4]=3[NH:3][CH:2]([CH3:1])[CH2:8][C:7]2=[N:18][N:17]=1. The yield is 0.690. (4) The reactants are [Cl:1][C:2]1[C:3]([NH2:9])=[N:4][CH:5]=[C:6]([Cl:8])[CH:7]=1.[C:10](N1C=CC=CC1=O)(N1C=CC=CC1=O)=[S:11]. The catalyst is ClCCl. The product is [Cl:1][C:2]1[C:3]([N:9]=[C:10]=[S:11])=[N:4][CH:5]=[C:6]([Cl:8])[CH:7]=1. The yield is 0.880. (5) The yield is 0.600. The reactants are [Br:1][C:2]1[CH:3]=[C:4]2[C:8](=[CH:9][C:10]=1[F:11])[NH:7][CH:6]=[CH:5]2.[Cl:12][C:13]1[CH:18]=[CH:17][C:16](I)=[CH:15][CH:14]=1.C([O-])([O-])=O.[K+].[K+].[Na+].[Cl-]. The product is [Br:1][C:2]1[CH:3]=[C:4]2[C:8](=[CH:9][C:10]=1[F:11])[N:7]([C:16]1[CH:17]=[CH:18][C:13]([Cl:12])=[CH:14][CH:15]=1)[CH:6]=[CH:5]2. The catalyst is CN1C(=O)CCC1.[Cu]I.